From a dataset of Forward reaction prediction with 1.9M reactions from USPTO patents (1976-2016). Predict the product of the given reaction. (1) Given the reactants [N:1]1[CH:6]=[CH:5][CH:4]=[C:3]([CH2:7][CH:8]2[C:13](=[O:14])[CH:12]3[CH2:15][CH2:16][N:9]2[CH2:10][CH2:11]3)[CH:2]=1.[BH4-].[Na+], predict the reaction product. The product is: [N:1]1[CH:6]=[CH:5][CH:4]=[C:3]([CH2:7][CH:8]2[CH:13]([OH:14])[CH:12]3[CH2:11][CH2:10][N:9]2[CH2:16][CH2:15]3)[CH:2]=1. (2) The product is: [NH2:1][C:2]1[C:6]2[C:7](=[O:17])[N:8]([C@@H:12]([CH:14]3[CH2:15][CH2:16]3)[CH3:13])[CH:9]=[C:10]([Br:11])[C:5]=2[NH:4][N:3]=1. Given the reactants [NH2:1][C:2]1[C:6]2[C:7](=[O:17])[N:8]([CH:12]([CH:14]3[CH2:16][CH2:15]3)[CH3:13])[CH:9]=[C:10]([Br:11])[C:5]=2[NH:4][N:3]=1, predict the reaction product.